Predict the product of the given reaction. From a dataset of Forward reaction prediction with 1.9M reactions from USPTO patents (1976-2016). (1) Given the reactants [CH3:1][C:2]1[NH:3][C:4]([C:12]2[CH:17]=[CH:16][CH:15]=[CH:14][CH:13]=2)=[CH:5][C:6]=1[C:7]([O:9][CH2:10][CH3:11])=[O:8].[H-].[Na+].[Cl:20][C:21]1[CH:22]=[C:23]([S:27](Cl)(=[O:29])=[O:28])[CH:24]=[CH:25][CH:26]=1, predict the reaction product. The product is: [Cl:20][C:21]1[CH:22]=[C:23]([S:27]([N:3]2[C:4]([C:12]3[CH:17]=[CH:16][CH:15]=[CH:14][CH:13]=3)=[CH:5][C:6]([C:7]([O:9][CH2:10][CH3:11])=[O:8])=[C:2]2[CH3:1])(=[O:29])=[O:28])[CH:24]=[CH:25][CH:26]=1. (2) Given the reactants [NH2:1][C:2](=[O:29])[C@@H:3]([NH:12][C:13]([C:15]1([NH:21][C:22](=[O:28])[O:23][C:24]([CH3:27])([CH3:26])[CH3:25])[CH2:20][CH2:19][O:18][CH2:17][CH2:16]1)=[O:14])[CH2:4][C:5]1[CH:10]=[CH:9][C:8](I)=[CH:7][CH:6]=1.[C:30]([C:32]1[CH:33]=[C:34](B(O)O)[CH:35]=[CH:36][C:37]=1[F:38])#[N:31].C(=O)([O-])[O-].[K+].[K+], predict the reaction product. The product is: [NH2:1][C:2](=[O:29])[C@@H:3]([NH:12][C:13]([C:15]1([NH:21][C:22](=[O:28])[O:23][C:24]([CH3:27])([CH3:26])[CH3:25])[CH2:20][CH2:19][O:18][CH2:17][CH2:16]1)=[O:14])[CH2:4][C:5]1[CH:10]=[CH:9][C:8]([C:34]2[CH:35]=[CH:36][C:37]([F:38])=[C:32]([C:30]#[N:31])[CH:33]=2)=[CH:7][CH:6]=1. (3) The product is: [CH3:18][C:10]1[CH:11]=[C:12]([N+:15]([O-:17])=[O:16])[N:13]=[CH:14][C:9]=1[O:8][C:6]1[CH:5]=[CH:4][N:3]=[C:2]([NH:22][C:19](=[O:21])[CH3:20])[CH:7]=1. Given the reactants Cl[C:2]1[CH:7]=[C:6]([O:8][C:9]2[C:10]([CH3:18])=[CH:11][C:12]([N+:15]([O-:17])=[O:16])=[N:13][CH:14]=2)[CH:5]=[CH:4][N:3]=1.[C:19]([NH2:22])(=[O:21])[CH3:20].C([O-])([O-])=O.[Cs+].[Cs+].CC(C1C=C(C(C)C)C(C2C=CC=CC=2P(C2CCCCC2)C2CCCCC2)=C(C(C)C)C=1)C, predict the reaction product.